This data is from Catalyst prediction with 721,799 reactions and 888 catalyst types from USPTO. The task is: Predict which catalyst facilitates the given reaction. (1) Reactant: [CH3:1][O:2][C:3]1[CH:4]=[C:5]2[C:10](=[CH:11][C:12]=1[O:13][CH3:14])[N:9]=[CH:8][N:7]=[C:6]2[N:15]1[CH2:20][CH2:19][NH:18][CH2:17][CH2:16]1.[C:21]1([N:27]=[C:28]=[O:29])[CH:26]=[CH:25][CH:24]=[CH:23][CH:22]=1. Product: [CH3:1][O:2][C:3]1[CH:4]=[C:5]2[C:10](=[CH:11][C:12]=1[O:13][CH3:14])[N:9]=[CH:8][N:7]=[C:6]2[N:15]1[CH2:16][CH2:17][N:18]([C:28]([NH:27][C:21]2[CH:26]=[CH:25][CH:24]=[CH:23][CH:22]=2)=[O:29])[CH2:19][CH2:20]1. The catalyst class is: 8. (2) Reactant: [N+:1]([C:4]1[CH:9]=[CH:8][C:7]([C:10]2[S:11][C:12]3[CH:18]=[C:17]([O:19]C)[CH:16]=[CH:15][C:13]=3[N:14]=2)=[CH:6][CH:5]=1)([O-:3])=[O:2].BrB(Br)Br.ClCCl. Product: [N+:1]([C:4]1[CH:5]=[CH:6][C:7]([C:10]2[S:11][C:12]3[CH:18]=[C:17]([OH:19])[CH:16]=[CH:15][C:13]=3[N:14]=2)=[CH:8][CH:9]=1)([O-:3])=[O:2]. The catalyst class is: 4. (3) Reactant: Cl.Cl.[CH3:3][N:4]([CH3:9])[CH:5]1[CH2:8][NH:7][CH2:6]1.F[C:11]1[C:16]([N+:17]([O-:19])=[O:18])=[CH:15][C:14]([NH:20][C:21]2[N:26]=[C:25]([C:27]3[C:35]4[C:30](=[CH:31][CH:32]=[CH:33][CH:34]=4)[N:29]([CH3:36])[CH:28]=3)[C:24]([CH3:37])=[CH:23][N:22]=2)=[C:13]([O:38][CH3:39])[CH:12]=1.CCN(C(C)C)C(C)C. Product: [CH3:3][N:4]([CH3:9])[CH:5]1[CH2:8][N:7]([C:11]2[C:16]([N+:17]([O-:19])=[O:18])=[CH:15][C:14]([NH:20][C:21]3[N:26]=[C:25]([C:27]4[C:35]5[C:30](=[CH:31][CH:32]=[CH:33][CH:34]=5)[N:29]([CH3:36])[CH:28]=4)[C:24]([CH3:37])=[CH:23][N:22]=3)=[C:13]([O:38][CH3:39])[CH:12]=2)[CH2:6]1. The catalyst class is: 836. (4) Reactant: [Cl:1][C:2]1[CH:7]=[CH:6][C:5]([N:8]([C@H:12]2[C:21]3[C:16](=[CH:17][CH:18]=[CH:19][CH:20]=3)[N:15]([C:22](=[O:34])[C:23]3[CH:28]=[CH:27][C:26]([O:29][CH2:30][CH:31]4[CH2:33][O:32]4)=[CH:25][CH:24]=3)[C@@H:14]([CH3:35])[CH2:13]2)[C:9](=[O:11])[CH3:10])=[CH:4][CH:3]=1.NCC(O)COC1C=C[C:44]([C:45]([N:47]2C3[C:44](=CC=CC=3)[C@H:45]([N:47](C3C=CC(Cl)=CC=3)[C:48](=O)[CH3:49])[CH2:49][C@@H:48]2C)=O)=CC=1.C(=O)C.[BH-](OC(C)=O)(OC(C)=O)OC(C)=O.[Na+]. Product: [Cl:1][C:2]1[CH:3]=[CH:4][C:5]([N:8]([C@H:12]2[C:21]3[C:16](=[CH:17][CH:18]=[CH:19][CH:20]=3)[N:15]([C:22](=[O:34])[C:23]3[CH:24]=[CH:25][C:26]([O:29][CH2:30][CH:31]([OH:32])[CH2:33][N:47]([CH2:48][CH3:49])[CH2:45][CH3:44])=[CH:27][CH:28]=3)[C@@H:14]([CH3:35])[CH2:13]2)[C:9](=[O:11])[CH3:10])=[CH:6][CH:7]=1. The catalyst class is: 4. (5) Reactant: [NH:1]1[CH2:6][CH2:5][O:4][CH:3]([C:7]([O:9][CH2:10][CH3:11])=[O:8])[CH2:2]1.[C:12]([O:16][CH2:17][CH3:18])(=[O:15])[CH:13]=[CH2:14]. Product: [CH2:17]([O:16][C:12](=[O:15])[CH2:13][CH2:14][N:1]1[CH2:6][CH2:5][O:4][CH:3]([C:7]([O:9][CH2:10][CH3:11])=[O:8])[CH2:2]1)[CH3:18]. The catalyst class is: 28. (6) Reactant: C[O:2][C:3]([C:5]1[CH:10]=[N:9][C:8]([O:11][C:12]2[CH:17]=[CH:16][CH:15]=[C:14]([C:18]3[C:27]4[C:22](=[C:23]([C:28]([F:31])([F:30])[F:29])[CH:24]=[CH:25][CH:26]=4)[N:21]=[CH:20][C:19]=3[CH2:32][C:33]3[CH:38]=[CH:37][CH:36]=[CH:35][CH:34]=3)[CH:13]=2)=[CH:7][N:6]=1)=[O:4].[OH-].[Li+].C(C#N)(C)=O.O. Product: [CH2:32]([C:19]1[CH:20]=[N:21][C:22]2[C:27]([C:18]=1[C:14]1[CH:13]=[C:12]([CH:17]=[CH:16][CH:15]=1)[O:11][C:8]1[N:9]=[CH:10][C:5]([C:3]([OH:4])=[O:2])=[N:6][CH:7]=1)=[CH:26][CH:25]=[CH:24][C:23]=2[C:28]([F:31])([F:29])[F:30])[C:33]1[CH:38]=[CH:37][CH:36]=[CH:35][CH:34]=1. The catalyst class is: 200. (7) Reactant: C[Al](C)C.[N:5]([Si](C)(C)C)=[N+:6]=[N-:7].[Si:12]([O:19][C:20]1[CH:25]=[CH:24][C:23]([C:26]2[N:30]([CH:31]3[CH2:36][CH2:35][CH2:34][CH2:33][CH2:32]3)[C:29]3[CH:37]=[CH:38][C:39]([C:41]#[N:42])=[CH:40][C:28]=3[N:27]=2)=[CH:22][CH:21]=1)([C:15]([CH3:18])([CH3:17])[CH3:16])([CH3:14])[CH3:13].Cl. Product: [Si:12]([O:19][C:20]1[CH:21]=[CH:22][C:23]([C:26]2[N:30]([CH:31]3[CH2:32][CH2:33][CH2:34][CH2:35][CH2:36]3)[C:29]3[CH:37]=[CH:38][C:39]([C:41]4[NH:7][N:6]=[N:5][N:42]=4)=[CH:40][C:28]=3[N:27]=2)=[CH:24][CH:25]=1)([C:15]([CH3:18])([CH3:16])[CH3:17])([CH3:14])[CH3:13]. The catalyst class is: 133.